Dataset: Catalyst prediction with 721,799 reactions and 888 catalyst types from USPTO. Task: Predict which catalyst facilitates the given reaction. (1) Reactant: C(Cl)(=O)C(Cl)=O.CS(C)=O.[CH2:11]([O:18][C:19]([N:21]1[CH2:25][CH:24]([OH:26])[C@:23]([CH3:34])([C:27]([O:29][C:30]([CH3:33])([CH3:32])[CH3:31])=[O:28])[CH2:22]1)=[O:20])[C:12]1[CH:17]=[CH:16][CH:15]=[CH:14][CH:13]=1.C(N(CC)CC)C.[Cl-].[NH4+]. The catalyst class is: 46. Product: [CH2:11]([O:18][C:19]([N:21]1[CH2:25][C:24](=[O:26])[C@:23]([CH3:34])([C:27]([O:29][C:30]([CH3:33])([CH3:32])[CH3:31])=[O:28])[CH2:22]1)=[O:20])[C:12]1[CH:13]=[CH:14][CH:15]=[CH:16][CH:17]=1. (2) Reactant: [Cl:1][C:2]1[N:7]=[C:6](Cl)[CH:5]=[C:4]([C:9]2[CH:14]=[CH:13][C:12]([F:15])=[CH:11][CH:10]=2)[N:3]=1.[C:16]([O:20][C:21]([N:23]1[CH2:28][CH2:27][NH:26][C@H:25]([CH3:29])[CH2:24]1)=[O:22])([CH3:19])([CH3:18])[CH3:17].C([O-])([O-])=O.[K+].[K+]. Product: [C:16]([O:20][C:21]([N:23]1[CH2:28][CH2:27][N:26]([C:6]2[CH:5]=[C:4]([C:9]3[CH:14]=[CH:13][C:12]([F:15])=[CH:11][CH:10]=3)[N:3]=[C:2]([Cl:1])[N:7]=2)[C@H:25]([CH3:29])[CH2:24]1)=[O:22])([CH3:19])([CH3:17])[CH3:18]. The catalyst class is: 287.